From a dataset of Forward reaction prediction with 1.9M reactions from USPTO patents (1976-2016). Predict the product of the given reaction. (1) Given the reactants [O:1]1[C:5]2[CH:6]=[CH:7][CH:8]=[CH:9][C:4]=2[CH2:3][CH2:2]1.BrBr.[C:12](=O)(O)[O-].[Na+], predict the reaction product. The product is: [CH3:12][C:8]1[CH:7]=[CH:6][C:5]2[O:1][CH2:2][CH2:3][C:4]=2[CH:9]=1. (2) Given the reactants [CH3:1][O:2][C:3]1[CH:29]=[CH:28][C:6]2[N:7]([CH3:27])[C:8](=[O:26])[N:9]([CH2:10][C@H:11]3[CH2:16][CH2:15][C@H:14]([C:17]([N:19]4[CH2:24][CH2:23][NH:22][C:21](=[O:25])[CH2:20]4)=[O:18])[CH2:13][CH2:12]3)[C:5]=2[CH:4]=1.[H-].[Na+].Br[CH2:33][C:34](=[O:37])[CH2:35][CH3:36].O, predict the reaction product. The product is: [CH3:1][O:2][C:3]1[CH:29]=[CH:28][C:6]2[N:7]([CH3:27])[C:8](=[O:26])[N:9]([CH2:10][C@H:11]3[CH2:16][CH2:15][C@H:14]([C:17]([N:19]4[CH2:24][CH2:23][N:22]([CH2:33][C:34](=[O:37])[CH2:35][CH3:36])[C:21](=[O:25])[CH2:20]4)=[O:18])[CH2:13][CH2:12]3)[C:5]=2[CH:4]=1. (3) Given the reactants [Cl:1][S:2]([OH:5])(=O)=[O:3].[CH3:6][O:7][C:8]1[CH:16]=[CH:15][C:11]([C:12]([OH:14])=[O:13])=[CH:10][CH:9]=1, predict the reaction product. The product is: [Cl:1][S:2]([C:9]1[CH:10]=[C:11]([CH:15]=[CH:16][C:8]=1[O:7][CH3:6])[C:12]([OH:14])=[O:13])(=[O:5])=[O:3].